From a dataset of Full USPTO retrosynthesis dataset with 1.9M reactions from patents (1976-2016). Predict the reactants needed to synthesize the given product. (1) The reactants are: Br[C:2]1[CH:3]=[C:4]([Br:17])[C:5]2[S:9][C:8]([NH:10][C:11]([NH:13][CH2:14][CH3:15])=[O:12])=[N:7][C:6]=2[CH:16]=1.C(=O)([O-])[O-].[Na+].[Na+].[CH3:24][O:25][C:26]1[CH:27]=[N:28][CH:29]=[C:30](B2OC(C)(C)C(C)(C)O2)[CH:31]=1. Given the product [Br:17][C:4]1[C:5]2[S:9][C:8]([NH:10][C:11]([NH:13][CH2:14][CH3:15])=[O:12])=[N:7][C:6]=2[CH:16]=[C:2]([C:30]2[CH:29]=[N:28][CH:27]=[C:26]([O:25][CH3:24])[CH:31]=2)[CH:3]=1, predict the reactants needed to synthesize it. (2) The reactants are: [OH-].[Na+].C[O:4][C:5](=[O:37])[CH2:6][O:7][C:8]1[CH:17]=[CH:16][C:15]2[C:10](=[CH:11][CH:12]=[C:13]([CH2:18][NH:19][C:20]([C:22]3[CH:23]=[N:24][N:25]([C:30]4[CH:35]=[CH:34][C:33]([Cl:36])=[CH:32][CH:31]=4)[C:26]=3[CH2:27][CH2:28][CH3:29])=[O:21])[CH:14]=2)[CH:9]=1.O.Cl. Given the product [Cl:36][C:33]1[CH:34]=[CH:35][C:30]([N:25]2[C:26]([CH2:27][CH2:28][CH3:29])=[C:22]([C:20]([NH:19][CH2:18][C:13]3[CH:14]=[C:15]4[C:10](=[CH:11][CH:12]=3)[CH:9]=[C:8]([O:7][CH2:6][C:5]([OH:37])=[O:4])[CH:17]=[CH:16]4)=[O:21])[CH:23]=[N:24]2)=[CH:31][CH:32]=1, predict the reactants needed to synthesize it. (3) Given the product [F:19][C:18]1[CH:17]=[C:16]([N+:20]([O-:22])=[O:21])[CH:15]=[C:14]([F:23])[C:13]=1[N:10]1[CH2:11][CH:12]=[C:7]([C:30]2[CH:29]=[CH:28][C:27]([F:26])=[C:32]([F:33])[CH:31]=2)[CH2:8][CH2:9]1, predict the reactants needed to synthesize it. The reactants are: FC(F)(F)S(O[C:7]1[CH2:8][CH2:9][N:10]([C:13]2[C:18]([F:19])=[CH:17][C:16]([N+:20]([O-:22])=[O:21])=[CH:15][C:14]=2[F:23])[CH2:11][CH:12]=1)(=O)=O.[F:26][C:27]1[CH:28]=[C:29](B2OC(C)(C)C(C)(C)O2)[CH:30]=[CH:31][C:32]=1[F:33].[Cl-].[Li+].C(=O)([O-])[O-].[Na+].[Na+]. (4) Given the product [C:1]([N:5]1[C:9](=[O:10])[C:8]([NH:28][CH2:27][CH:26]([C:20]2[CH:25]=[CH:24][CH:23]=[CH:22][CH:21]=2)[C:29]2[CH:34]=[CH:33][CH:32]=[CH:31][CH:30]=2)=[C:7]([C:12]2[CH:17]=[CH:16][CH:15]=[CH:14][CH:13]=2)[S:6]1(=[O:19])=[O:18])([CH3:4])([CH3:3])[CH3:2], predict the reactants needed to synthesize it. The reactants are: [C:1]([N:5]1[C:9](=[O:10])[C:8](Cl)=[C:7]([C:12]2[CH:17]=[CH:16][CH:15]=[CH:14][CH:13]=2)[S:6]1(=[O:19])=[O:18])([CH3:4])([CH3:3])[CH3:2].[C:20]1([CH:26]([C:29]2[CH:34]=[CH:33][CH:32]=[CH:31][CH:30]=2)[CH2:27][NH2:28])[CH:25]=[CH:24][CH:23]=[CH:22][CH:21]=1. (5) Given the product [O:19]1[CH2:20][CH2:21][O:22][C:23]2[CH:28]=[C:27]([NH:13][C:12]3[C:11]4[C:10](=[CH:9][CH:8]=[C:6]5[N:7]=[C:3]([C:1]#[N:2])[S:4][C:5]5=4)[N:14]=[CH:15][N:16]=3)[CH:26]=[CH:25][C:24]1=2, predict the reactants needed to synthesize it. The reactants are: [C:1]([C:3]1[S:4][C:5]2[C:11]([C:12]#[N:13])=[C:10](/[N:14]=[CH:15]/[N:16](C)C)[CH:9]=[CH:8][C:6]=2[N:7]=1)#[N:2].[O:19]1[C:24]2[CH:25]=[CH:26][C:27](N)=[CH:28][C:23]=2[O:22][CH2:21][CH2:20]1.[K+].[Br-]. (6) Given the product [CH3:42][N:43]([CH3:45])[C:38](=[O:39])[NH:1][C:2]1[CH:7]=[CH:6][C:5]([C:8]2[CH:9]=[C:10]3[C:11]([C:25]4[CH:30]=[CH:29][CH:28]=[CH:27][C:26]=4[O:31][CH3:32])=[N:12][NH:13][C:14]3=[N:47][CH:16]=2)=[CH:4][C:3]=1[C:33]([N:34]([CH3:35])[CH3:36])=[O:37], predict the reactants needed to synthesize it. The reactants are: [NH2:1][C:2]1[CH:7]=[CH:6][C:5]([C:8]2[CH:9]=[C:10]3[C:14](=C[CH:16]=2)[N:13](COC(=O)C(C)(C)C)[N:12]=[C:11]3[C:25]2[CH:30]=[CH:29][CH:28]=[CH:27][C:26]=2[O:31][CH3:32])=[CH:4][C:3]=1[C:33](=[O:37])[N:34]([CH3:36])[CH3:35].[C:38](Cl)(Cl)=[O:39].[CH3:42][N:43]([CH3:45])C.C[NH:47]C. (7) Given the product [CH2:45]([O:44][C:41](=[O:43])[CH2:42][CH2:66][CH2:1][O:2][C:3]1[CH:4]=[C:5]([N+:38]([O-:40])=[O:39])[C:6]([CH2:7][O:8][C:9](=[O:10])[NH:11][C:12]2[CH:29]=[C:28]([O:30][CH3:31])[C:27]([O:32][CH3:33])=[CH:26][C:13]=2[C:14]([N:16]2[CH2:20][CH2:19][CH2:18][CH:17]2[CH2:21][O:22][C:23](=[O:25])[CH3:24])=[O:15])=[CH:34][C:35]=1[O:36][CH3:37])[CH:46]=[CH2:50], predict the reactants needed to synthesize it. The reactants are: [CH3:1][O:2][C:3]1[C:35]([O:36][CH3:37])=[CH:34][C:6]([CH2:7][O:8][C:9]([NH:11][C:12]2[CH:29]=[C:28]([O:30][CH3:31])[C:27]([O:32][CH3:33])=[CH:26][C:13]=2[C:14]([N:16]2[CH2:20][CH2:19][CH2:18][CH:17]2[CH2:21][O:22][C:23](=[O:25])[CH3:24])=[O:15])=[O:10])=[C:5]([N+:38]([O-:40])=[O:39])[CH:4]=1.[C:41]([O:44][CH2:45][CH:46]1[CH2:50]CCN1C(C1C=C(OC)C(OC)=CC=1[N+]([O-])=O)=O)(=[O:43])[CH3:42].[C:66]([SiH2]OC(C)(C)C1CCCN1C(C1C=C(OC)C(OC)=CC=1[N+]([O-])=O)=O)(C)(C)C.C(OC(=O)NC1C=C(OC)C(OC)=CC=1C(N1CCCC1C(C)(C)O[SiH2]C(C)(C)C)=O)C1C=CC=CC=1.OCC1CCCN1C(C1C=C(OC)C(OC)=CC=1N=C=O)=O.NC1C=C(OC)C(OC)=CC=1C(N1CCCC1COC(=O)C)=O. (8) Given the product [NH2:1][C:8]1[C:7]([Cl:14])=[C:6]([C:4]([O:3][CH3:2])=[O:5])[N:11]=[C:10]([Cl:12])[N:9]=1, predict the reactants needed to synthesize it. The reactants are: [NH3:1].[CH3:2][O:3][C:4]([C:6]1[N:11]=[C:10]([Cl:12])[N:9]=[C:8](Cl)[C:7]=1[Cl:14])=[O:5]. (9) Given the product [ClH:36].[ClH:36].[C:1]([N:4]1[CH2:35][CH2:34][N:7]2[C@H:8]([CH:21]([C:22]3[CH:27]=[CH:26][CH:25]=[CH:24][CH:23]=3)[C:28]3[CH:33]=[CH:32][CH:31]=[CH:30][CH:29]=3)[CH2:9][NH:10][CH2:11][C@@H:6]2[CH2:5]1)(=[O:3])[CH3:2], predict the reactants needed to synthesize it. The reactants are: [C:1]([N:4]1[CH2:35][CH2:34][N:7]2[C@H:8]([CH:21]([C:28]3[CH:33]=[CH:32][CH:31]=[CH:30][CH:29]=3)[C:22]3[CH:27]=[CH:26][CH:25]=[CH:24][CH:23]=3)[CH2:9][N:10](CC3C=CC=CC=3OC)[CH2:11][C@@H:6]2[CH2:5]1)(=[O:3])[CH3:2].[Cl:36]C(OC(Cl)C)=O. (10) Given the product [C:50]([O:52][CH2:1][CH2:2][C@@H:3]([CH:28]([CH3:29])[CH3:30])[CH2:4][CH2:5][C@H:6]([C@@H:8]1[C@:12]2([CH3:27])[C@H:11]([C@H:16]3[C@H:15]([CH2:14][CH2:13]2)[C@:20]2([CH3:26])[CH:19]([CH2:24][CH2:23][CH2:22][CH2:21]2)[CH2:18][CH2:17]3)[CH2:10][CH2:9]1)[CH3:7])(=[O:51])[CH:49]=[CH:48][CH:47]=[CH:46][CH:45]=[CH:44][CH:43]=[CH:42][CH:41]=[CH:40][CH2:39][CH2:38][CH2:37][CH2:36][CH2:35][CH2:34][CH2:33][CH2:32][CH3:31], predict the reactants needed to synthesize it. The reactants are: [CH3:1][CH2:2][C@@H:3]([CH:28]([CH3:30])[CH3:29])[CH2:4][CH2:5][C@H:6]([C@@H:8]1[C@@:12]2([CH3:27])[CH2:13][CH2:14][C@@H:15]3[C@@:20]4([CH3:26])[CH2:21][CH2:22][C@H:23](O)[CH2:24][C@@H:19]4[CH2:18][CH2:17][C@H:16]3[C@@H:11]2[CH2:10][CH2:9]1)[CH3:7].[CH3:31][CH2:32]/[CH:33]=[CH:34]\[CH2:35]/[CH:36]=[CH:37]\[CH2:38]/[CH:39]=[CH:40]\[CH2:41]/[CH:42]=[CH:43]\[CH2:44]/[CH:45]=[CH:46]\[CH2:47][CH2:48][CH2:49][C:50]([OH:52])=[O:51].